From a dataset of Reaction yield outcomes from USPTO patents with 853,638 reactions. Predict the reaction yield, written as a fraction of the theoretical maximum amount of product (1.0 means a 100% yield; for example, 0.34 means a 34% yield). (1) The reactants are [F:1][C:2]1[CH:7]=[CH:6][C:5]([CH2:8][C:9]2[CH:18]=[C:17]3[C:12]([C:13]([OH:30])=[C:14]([C:25](OCC)=[O:26])[C:15](=[O:24])[N:16]3[CH2:19][C:20]([F:23])([F:22])[F:21])=[N:11][CH:10]=2)=[CH:4][CH:3]=1.[NH2:31][C@H:32]([CH3:35])[CH2:33][OH:34]. No catalyst specified. The product is [F:1][C:2]1[CH:7]=[CH:6][C:5]([CH2:8][C:9]2[CH:18]=[C:17]3[C:12]([C:13]([OH:30])=[C:14]([C:25]([NH:31][C@H:32]([CH3:35])[CH2:33][OH:34])=[O:26])[C:15](=[O:24])[N:16]3[CH2:19][C:20]([F:23])([F:22])[F:21])=[N:11][CH:10]=2)=[CH:4][CH:3]=1. The yield is 0.950. (2) The reactants are [Cl:1][C:2]1[C:3]([NH:18][C:19]2C=[CH:25][C:24]([F:27])=[CH:23][C:20]=2C#N)=[CH:4][C:5]([NH:8][C:9]2[N:13]([CH:14]([CH3:16])[CH3:15])[N:12]=[C:11]([CH3:17])[CH:10]=2)=[N:6][CH:7]=1.[OH-].[Na+].[C:30]([O:33]CC)(=[O:32])[CH3:31]. The catalyst is O1CCOCC1. The product is [Cl:1][C:2]1[C:3]([NH:18][C:19]2[CH:20]=[CH:23][C:24]([F:27])=[CH:25][C:31]=2[C:30]([OH:33])=[O:32])=[CH:4][C:5]([NH:8][C:9]2[N:13]([CH:14]([CH3:15])[CH3:16])[N:12]=[C:11]([CH3:17])[CH:10]=2)=[N:6][CH:7]=1. The yield is 0.272. (3) The reactants are [C:1]1([C:7]([C:15]2[CH:20]=[CH:19][CH:18]=[CH:17][CH:16]=2)([CH:9]2[CH2:14][CH2:13][NH:12][CH2:11][CH2:10]2)[OH:8])[CH:6]=[CH:5][CH:4]=[CH:3][CH:2]=1.Br[CH2:22][CH2:23][C:24]1[CH:29]=[CH:28][C:27]([N+:30]([O-:32])=[O:31])=[CH:26][CH:25]=1.C(#N)C. The catalyst is O. The product is [N+:30]([C:27]1[CH:28]=[CH:29][C:24]([CH2:23][CH2:22][N:12]2[CH2:13][CH2:14][CH:9]([C:7]([C:15]3[CH:20]=[CH:19][CH:18]=[CH:17][CH:16]=3)([C:1]3[CH:2]=[CH:3][CH:4]=[CH:5][CH:6]=3)[OH:8])[CH2:10][CH2:11]2)=[CH:25][CH:26]=1)([O-:32])=[O:31]. The yield is 0.200. (4) The reactants are C([NH:4][C:5]1[CH:10]=[CH:9][C:8]([CH:11]([O:15][CH3:16])[C:12]([OH:14])=[O:13])=[CH:7][CH:6]=1)(=O)C. The catalyst is O.NN. The product is [CH3:16][O:15][CH:11]([C:8]1[CH:7]=[CH:6][C:5]([NH2:4])=[CH:10][CH:9]=1)[C:12]([OH:14])=[O:13]. The yield is 0.450. (5) The reactants are [C:1]([O:5][C:6]([N:8]1[CH2:13][CH2:12][CH:11]([OH:14])[CH2:10][CH2:9]1)=[O:7])([CH3:4])([CH3:3])[CH3:2].C(=O)([O-])[O-].[Cs+].[Cs+].CN(C=O)C.Cl[C:27]1[N:32]=[CH:31][C:30]([Br:33])=[CH:29][N:28]=1. The catalyst is O. The product is [C:1]([O:5][C:6]([N:8]1[CH2:13][CH2:12][CH:11]([O:14][C:27]2[N:32]=[CH:31][C:30]([Br:33])=[CH:29][N:28]=2)[CH2:10][CH2:9]1)=[O:7])([CH3:4])([CH3:2])[CH3:3]. The yield is 0.480.